Dataset: Full USPTO retrosynthesis dataset with 1.9M reactions from patents (1976-2016). Task: Predict the reactants needed to synthesize the given product. (1) The reactants are: [Cl:1][C:2]1[CH:7]=[CH:6][C:5]([C@H:8]2[N:15]3[C:11]([S:12][C:13]([C:19]([N:21]4[C@H:28]([CH3:29])[CH2:27][CH2:26][C@H:22]4[C:23]([OH:25])=O)=[O:20])=[C:14]3[CH:16]([CH3:18])[CH3:17])=[N:10][C@:9]2([C:31]2[CH:36]=[CH:35][C:34]([Cl:37])=[CH:33][CH:32]=2)[CH3:30])=[CH:4][CH:3]=1.[F:38][C@H:39]1[CH2:43][NH:42][CH2:41][C@@H:40]1[NH:44][C:45](=[O:51])[O:46][C:47]([CH3:50])([CH3:49])[CH3:48]. Given the product [Cl:1][C:2]1[CH:3]=[CH:4][C:5]([C@H:8]2[N:15]3[C:11]([S:12][C:13]([C:19]([N:21]4[C@H:28]([CH3:29])[CH2:27][CH2:26][C@H:22]4[C:23]([N:42]4[CH2:43][C@H:39]([F:38])[C@@H:40]([NH:44][C:45](=[O:51])[O:46][C:47]([CH3:49])([CH3:48])[CH3:50])[CH2:41]4)=[O:25])=[O:20])=[C:14]3[CH:16]([CH3:17])[CH3:18])=[N:10][C@:9]2([C:31]2[CH:32]=[CH:33][C:34]([Cl:37])=[CH:35][CH:36]=2)[CH3:30])=[CH:6][CH:7]=1, predict the reactants needed to synthesize it. (2) Given the product [Br:18][C:14]1[C:15]([F:17])=[CH:16][C:11]2[CH:10]3[CH2:9][CH:8]([CH2:19]3)[N:7]3[C:3]([CH2:2][NH:1][CH:25]=[O:26])=[C:4]([C:20]([NH2:22])=[O:21])[N:5]=[C:6]3[C:12]=2[CH:13]=1, predict the reactants needed to synthesize it. The reactants are: [NH2:1][CH2:2][C:3]1[N:7]2[CH:8]3[CH2:19][CH:10]([C:11]4[CH:16]=[C:15]([F:17])[C:14]([Br:18])=[CH:13][C:12]=4[C:6]2=[N:5][C:4]=1[C:20]([NH2:22])=[O:21])[CH2:9]3.CN(C)[CH:25]=[O:26]. (3) Given the product [NH2:1][C:2]1[CH:7]=[CH:6][C:5]([C:8]([N:10]2[CH2:14][CH2:13][C@H:12]([NH:15][C:16]3[N:21]=[C:20]([C:22]4[C:30]5[C:25](=[CH:26][CH:27]=[CH:28][CH:29]=5)[NH:24][CH:23]=4)[C:19]([Cl:40])=[CH:18][N:17]=3)[CH2:11]2)=[O:9])=[CH:4][CH:3]=1, predict the reactants needed to synthesize it. The reactants are: [NH2:1][C:2]1[CH:7]=[CH:6][C:5]([C:8]([N:10]2[CH2:14][CH2:13][C@H:12]([NH:15][C:16]3[N:21]=[C:20]([C:22]4[C:30]5[C:25](=[CH:26][CH:27]=[CH:28][CH:29]=5)[N:24](S(C5C=CC=CC=5)(=O)=O)[CH:23]=4)[C:19]([Cl:40])=[CH:18][N:17]=3)[CH2:11]2)=[O:9])=[CH:4][CH:3]=1.C(O)(C(F)(F)F)=O.[OH-].[Na+]. (4) The reactants are: [C:1]1([C:7]#[C:8][C:9]2[CH:10]=[CH:11][C:12]3[N:18]=[C:17]([C:19]4[CH:24]=[CH:23][CH:22]=[C:21]([C:25]#[C:26][Si](C)(C)C)[CH:20]=4)[CH2:16][C:15](=[O:31])[NH:14][C:13]=3[CH:32]=2)[CH:6]=[CH:5][CH:4]=[CH:3][CH:2]=1. Given the product [C:25]([C:21]1[CH:20]=[C:19]([C:17]2[CH2:16][C:15](=[O:31])[NH:14][C:13]3[CH:32]=[C:9]([C:8]#[C:7][C:1]4[CH:2]=[CH:3][CH:4]=[CH:5][CH:6]=4)[CH:10]=[CH:11][C:12]=3[N:18]=2)[CH:24]=[CH:23][CH:22]=1)#[CH:26], predict the reactants needed to synthesize it. (5) Given the product [C:35]([C:20]1[C:21]2[CH2:26][CH2:25][N:24]([C:27]([O:29][C:30]([CH3:32])([CH3:31])[CH3:33])=[O:28])[CH2:23][C:22]=2[S:34][C:19]=1[NH:18][C:9]([NH:8][C:5]1[CH:6]=[CH:7][C:2]([Cl:1])=[CH:3][CH:4]=1)=[O:10])(=[O:37])[NH2:36], predict the reactants needed to synthesize it. The reactants are: [Cl:1][C:2]1[CH:7]=[CH:6][C:5]([N:8]=[C:9]=[O:10])=[CH:4][CH:3]=1.C(N(CC)CC)C.[NH2:18][C:19]1[S:34][C:22]2[CH2:23][N:24]([C:27]([O:29][C:30]([CH3:33])([CH3:32])[CH3:31])=[O:28])[CH2:25][CH2:26][C:21]=2[C:20]=1[C:35](=[O:37])[NH2:36]. (6) Given the product [CH2:1]([C:3]1[CH:8]=[CH:7][C:6]([CH2:9][C:10]2[CH:11]=[C:12]([CH:17]=[CH:18][C:19]=2[OH:23])[C:13]([O:15][CH3:16])=[O:14])=[CH:5][CH:4]=1)[CH3:2], predict the reactants needed to synthesize it. The reactants are: [CH2:1]([C:3]1[CH:8]=[CH:7][C:6]([CH:9](O)[C:10]2[CH:11]=[C:12]([CH:17]=[CH:18][CH:19]=2)[C:13]([O:15][CH3:16])=[O:14])=[CH:5][CH:4]=1)[CH3:2].Cl.C[OH:23]. (7) Given the product [Br:15][C:16]1[CH:23]=[N:22][CH:21]=[CH:20][C:17]=1[CH:18]([C:3]1[CH:8]=[CH:7][C:6]([C:9]([F:12])([F:11])[F:10])=[CH:5][CH:4]=1)[OH:19], predict the reactants needed to synthesize it. The reactants are: [Mg].Br[C:3]1[CH:8]=[CH:7][C:6]([C:9]([F:12])([F:11])[F:10])=[CH:5][CH:4]=1.II.[Br:15][C:16]1[CH:23]=[N:22][CH:21]=[CH:20][C:17]=1[CH:18]=[O:19].